Dataset: Reaction yield outcomes from USPTO patents with 853,638 reactions. Task: Predict the reaction yield, written as a fraction of the theoretical maximum amount of product (1.0 means a 100% yield; for example, 0.34 means a 34% yield). (1) The reactants are [N:1]12[CH2:4][CH:3]1[CH2:2]2.Br.BrC(CBr)CN.[NH:12]1[CH2:17][CH2:16][O:15][CH2:14][CH2:13]1.S(=O)(=O)(O)O.[OH-].[Ca+2].[OH-]. The catalyst is C(O)C.O. The product is [NH:1]1[CH2:4][CH:3]([N:12]2[CH2:17][CH2:16][O:15][CH2:14][CH2:13]2)[CH2:2]1. The yield is 0.330. (2) The reactants are [C:1](Cl)([C:14]1[CH:19]=[CH:18][CH:17]=[CH:16][CH:15]=1)([C:8]1[CH:13]=[CH:12][CH:11]=[CH:10][CH:9]=1)[C:2]1[CH:7]=[CH:6][CH:5]=[CH:4][CH:3]=1.CCN(CC)CC.[CH2:28]([OH:33])/[CH:29]=[CH:30]\[CH2:31][OH:32].CCCCCC. The catalyst is CN(C1C=CN=CC=1)C.C(Cl)Cl.O. The product is [C:1]([O:32][CH2:31][CH:30]=[CH:29][CH2:28][OH:33])([C:14]1[CH:19]=[CH:18][CH:17]=[CH:16][CH:15]=1)([C:8]1[CH:13]=[CH:12][CH:11]=[CH:10][CH:9]=1)[C:2]1[CH:7]=[CH:6][CH:5]=[CH:4][CH:3]=1. The yield is 0.810. (3) The reactants are [CH3:1][O:2][C:3](=[O:37])[CH:4]=[CH:5][CH:6]1[CH:13]2[CH:9]([O:10][CH:11]([CH:14]=[CH:15][C:16]3[CH:21]=[CH:20][CH:19]=[CH:18][CH:17]=3)[O:12]2)[CH:8]([N:22]2[CH:30]=[N:29][C:28]3[C:23]2=[N:24][CH:25]=[N:26][C:27]=3[NH:31][C:32]([NH:34][CH2:35][CH3:36])=[O:33])[O:7]1.[BH4-].[Na+]. The catalyst is CO.O.S([O-])([O-])(=O)=O.[Cu+2]. The product is [CH3:1][O:2][C:3](=[O:37])[CH2:4][CH2:5][CH:6]1[CH:13]2[CH:9]([O:10][CH:11]([CH:14]=[CH:15][C:16]3[CH:17]=[CH:18][CH:19]=[CH:20][CH:21]=3)[O:12]2)[CH:8]([N:22]2[CH:30]=[N:29][C:28]3[C:23]2=[N:24][CH:25]=[N:26][C:27]=3[NH:31][C:32]([NH:34][CH2:35][CH3:36])=[O:33])[O:7]1. The yield is 0.500. (4) The reactants are FC(F)(F)C(O)=O.[N:8]1([C:14]2[N:19]3[N:20]=[C:21]([C:23]4[CH:28]=[CH:27][CH:26]=[CH:25][CH:24]=4)[CH:22]=[C:18]3[N:17]=[C:16]([NH:29][NH2:30])[CH:15]=2)[CH2:13][CH2:12][O:11][CH2:10][CH2:9]1.[C:31]([C:33]1[CH:40]=[CH:39][CH:38]=[CH:37][C:34]=1[CH:35]=O)#[N:32]. The catalyst is C(O)C. The product is [C:31]([C:33]1[CH:40]=[CH:39][CH:38]=[CH:37][C:34]=1[CH:35]=[N:30][NH:29][C:16]1[CH:15]=[C:14]([N:8]2[CH2:13][CH2:12][O:11][CH2:10][CH2:9]2)[N:19]2[N:20]=[C:21]([C:23]3[CH:28]=[CH:27][CH:26]=[CH:25][CH:24]=3)[CH:22]=[C:18]2[N:17]=1)#[N:32]. The yield is 0.940. (5) The reactants are CON(C)[C:4](=[O:28])[C:5]1[CH:10]=[CH:9][CH:8]=[C:7]([C:11]2[CH:12]=[CH:13][C:14]3[O:18][C:17]([CH2:19][CH2:20][N:21]4[CH2:25][CH2:24][CH2:23][C@H:22]4[CH3:26])=[CH:16][C:15]=3[CH:27]=2)[CH:6]=1.[S:30]1[CH:34]=[CH:33][CH:32]=[C:31]1[Li]. No catalyst specified. The product is [CH3:26][C@@H:22]1[CH2:23][CH2:24][CH2:25][N:21]1[CH2:20][CH2:19][C:17]1[O:18][C:14]2[CH:13]=[CH:12][C:11]([C:7]3[CH:6]=[C:5]([C:4]([C:31]4[S:30][CH:34]=[CH:33][CH:32]=4)=[O:28])[CH:10]=[CH:9][CH:8]=3)=[CH:27][C:15]=2[CH:16]=1. The yield is 0.530. (6) The reactants are Cl[C:2]1[C:3]([NH2:8])=[N:4][CH:5]=[CH:6][CH:7]=1.[CH:9]1(B(O)O)[CH2:11][CH2:10]1.C1(P(C2CCCCC2)C2CCCCC2)CCCCC1.CC(C)([O-])C.[K+]. The catalyst is C1(C)C=CC=CC=1.C1C=CC(/C=C/C(/C=C/C2C=CC=CC=2)=O)=CC=1.C1C=CC(/C=C/C(/C=C/C2C=CC=CC=2)=O)=CC=1.C1C=CC(/C=C/C(/C=C/C2C=CC=CC=2)=O)=CC=1.[Pd].[Pd]. The product is [CH:9]1([C:2]2[C:3]([NH2:8])=[N:4][CH:5]=[CH:6][CH:7]=2)[CH2:11][CH2:10]1. The yield is 0.120. (7) The product is [Cl:1][C:2]1[S:6][C:5]2[C:7]3([O:28][CH2:29][C:30]([F:32])([F:31])[C:4]=2[CH:3]=1)[CH2:12][CH2:11][N:10]([CH2:13][C:14]1[C:15]([CH3:27])=[N:16][N:17]([C:19]2[C:24]([CH2:25][OH:26])=[CH:23][CH:22]=[CH:21][N:20]=2)[CH:18]=1)[CH2:9][CH2:8]3. The catalyst is ClCCl. The yield is 0.920. The reactants are [Cl:1][C:2]1[S:6][C:5]2[C:7]3([O:28][CH2:29][C:30]([F:32])([F:31])[C:4]=2[CH:3]=1)[CH2:12][CH2:11][N:10]([CH2:13][C:14]1[C:15]([CH3:27])=[N:16][N:17]([C:19]2[C:24]([CH:25]=[O:26])=[CH:23][CH:22]=[CH:21][N:20]=2)[CH:18]=1)[CH2:9][CH2:8]3.[BH4-].[Na+].CO.